Dataset: Forward reaction prediction with 1.9M reactions from USPTO patents (1976-2016). Task: Predict the product of the given reaction. The product is: [CH3:1][C:2]([CH3:26])([CH3:25])[C:3]([NH:5][C:6]1[C:11]([C:12]([O:14][CH3:15])=[O:13])=[C:10]2[N:16]=[C:20]3[CH2:21][CH2:22][CH2:23][N:19]3[C:9]2=[CH:8][CH:7]=1)=[O:4]. Given the reactants [CH3:1][C:2]([CH3:26])([CH3:25])[C:3]([NH:5][C:6]1[C:11]([C:12]([O:14][CH3:15])=[O:13])=[C:10]([N+:16]([O-])=O)[C:9]([N:19]2[CH2:23][CH2:22][CH2:21][C:20]2=O)=[CH:8][CH:7]=1)=[O:4], predict the reaction product.